From a dataset of Reaction yield outcomes from USPTO patents with 853,638 reactions. Predict the reaction yield, written as a fraction of the theoretical maximum amount of product (1.0 means a 100% yield; for example, 0.34 means a 34% yield). (1) The reactants are [CH2:1]([O:3][C:4]1[CH:9]=[C:8]([O:10][CH2:11][C:12]2[CH:17]=[CH:16][C:15]([O:18][CH3:19])=[CH:14][CH:13]=2)[N:7]=[CH:6][C:5]=1[C:20]1[CH:25]=[CH:24][C:23]([CH2:26][C:27]([OH:29])=O)=[C:22]([F:30])[CH:21]=1)[CH3:2].[NH2:31][C:32]1[CH:33]=[C:34]([C:43]([F:46])([F:45])[F:44])[C:35]([C:38]([CH3:42])([CH3:41])[CH2:39][OH:40])=[N:36][CH:37]=1.CN(C(ON1N=NC2C=CC=NC1=2)=[N+](C)C)C.F[P-](F)(F)(F)(F)F.CCN(C(C)C)C(C)C. The catalyst is C(Cl)Cl. The product is [CH2:1]([O:3][C:4]1[CH:9]=[C:8]([O:10][CH2:11][C:12]2[CH:17]=[CH:16][C:15]([O:18][CH3:19])=[CH:14][CH:13]=2)[N:7]=[CH:6][C:5]=1[C:20]1[CH:25]=[CH:24][C:23]([CH2:26][C:27]([NH:31][C:32]2[CH:37]=[N:36][C:35]([C:38]([CH3:42])([CH3:41])[CH2:39][OH:40])=[C:34]([C:43]([F:46])([F:44])[F:45])[CH:33]=2)=[O:29])=[C:22]([F:30])[CH:21]=1)[CH3:2]. The yield is 0.260. (2) The reactants are [CH2:1]([N:13]1[C:23]2[C:18](=[CH:19][CH:20]=[CH:21][CH:22]=2)[C:16](=O)[C:14]1=[O:15])[CH2:2][CH2:3][CH2:4][CH2:5][CH2:6][CH2:7][CH2:8][CH2:9][CH2:10][CH2:11][CH3:12].[C:24]([NH:32][NH2:33])(=[O:31])[C:25]1[CH:30]=[CH:29][CH:28]=[CH:27][CH:26]=1. No catalyst specified. The product is [CH2:1]([N:13]1[C:23]2[C:18](=[CH:19][CH:20]=[CH:21][CH:22]=2)/[C:16](=[N:33]/[NH:32][C:24](=[O:31])[C:25]2[CH:30]=[CH:29][CH:28]=[CH:27][CH:26]=2)/[C:14]1=[O:15])[CH2:2][CH2:3][CH2:4][CH2:5][CH2:6][CH2:7][CH2:8][CH2:9][CH2:10][CH2:11][CH3:12]. The yield is 1.00. (3) The reactants are [NH2:1][C:2]1[CH:7]=[C:6]([O:8][C:9]2[C:14]([F:15])=[CH:13][C:12]([NH:16][C:17]([C:19]3([C:22]([NH:24][C:25]4[CH:30]=[CH:29][C:28]([F:31])=[CH:27][CH:26]=4)=[O:23])[CH2:21][CH2:20]3)=[O:18])=[C:11]([F:32])[CH:10]=2)[CH:5]=[CH:4][N:3]=1.[F:33][C:34]([CH3:39])([CH3:38])[C:35](O)=[O:36].CN(C(ON1N=NC2C=CC=NC1=2)=[N+](C)C)C.F[P-](F)(F)(F)(F)F.CCN(C(C)C)C(C)C. The catalyst is C(Cl)Cl. The product is [F:32][C:11]1[CH:10]=[C:9]([O:8][C:6]2[CH:5]=[CH:4][N:3]=[C:2]([NH:1][C:35](=[O:36])[C:34]([F:33])([CH3:39])[CH3:38])[CH:7]=2)[C:14]([F:15])=[CH:13][C:12]=1[NH:16][C:17]([C:19]1([C:22]([NH:24][C:25]2[CH:26]=[CH:27][C:28]([F:31])=[CH:29][CH:30]=2)=[O:23])[CH2:21][CH2:20]1)=[O:18]. The yield is 0.430. (4) The reactants are N1([C:6](N2C=CN=C2)=[O:7])C=CN=C1.[CH:13]1([CH2:16][CH2:17][OH:18])[CH2:15][CH2:14]1.Cl.[F:20][C:21]1[CH:26]=[C:25]([S:27]([CH3:30])(=[O:29])=[O:28])[CH:24]=[CH:23][C:22]=1[N:31]1[C:35]2=[N:36][CH:37]=[N:38][C:39]([S:40][CH:41]3[CH2:46][CH2:45][NH:44][CH2:43][CH2:42]3)=[C:34]2[CH:33]=[N:32]1.C(N(CC)CC)C. The catalyst is CS(C)=O. The product is [CH:13]1([CH2:16][CH2:17][O:18][C:6]([N:44]2[CH2:43][CH2:42][CH:41]([S:40][C:39]3[N:38]=[CH:37][N:36]=[C:35]4[N:31]([C:22]5[CH:23]=[CH:24][C:25]([S:27]([CH3:30])(=[O:29])=[O:28])=[CH:26][C:21]=5[F:20])[N:32]=[CH:33][C:34]=34)[CH2:46][CH2:45]2)=[O:7])[CH2:15][CH2:14]1. The yield is 0.360. (5) The reactants are [CH2:1]([C:5]1[N:6]=[C:7]([CH3:27])[NH:8][C:9](=[O:26])[C:10]=1[CH2:11][C:12]1[CH:17]=[CH:16][C:15]([C:18]2[C:19]([C:24]#[N:25])=[CH:20][CH:21]=[CH:22][CH:23]=2)=[CH:14][CH:13]=1)[CH2:2][CH2:3][CH3:4].C(=O)([O-])[O-].[K+].[K+].Cl[CH2:35][C:36]1[N:37]=[C:38]([C:41]2[CH:46]=[CH:45][CH:44]=[CH:43][CH:42]=2)[S:39][CH:40]=1.CN(C)C=O. The catalyst is C(OCC)(=O)C. The product is [CH2:1]([C:5]1[N:6]=[C:7]([CH3:27])[N:8]([CH2:35][C:36]2[N:37]=[C:38]([C:41]3[CH:42]=[CH:43][CH:44]=[CH:45][CH:46]=3)[S:39][CH:40]=2)[C:9](=[O:26])[C:10]=1[CH2:11][C:12]1[CH:17]=[CH:16][C:15]([C:18]2[C:19]([C:24]#[N:25])=[CH:20][CH:21]=[CH:22][CH:23]=2)=[CH:14][CH:13]=1)[CH2:2][CH2:3][CH3:4]. The yield is 0.660. (6) The catalyst is C1(C)C=CC=CC=1.C1C=CC([P]([Pd]([P](C2C=CC=CC=2)(C2C=CC=CC=2)C2C=CC=CC=2)([P](C2C=CC=CC=2)(C2C=CC=CC=2)C2C=CC=CC=2)[P](C2C=CC=CC=2)(C2C=CC=CC=2)C2C=CC=CC=2)(C2C=CC=CC=2)C2C=CC=CC=2)=CC=1. The product is [CH:27]([C:23]1[CH:24]=[CH:25][CH:26]=[C:21]([C:1]2[C:10]3[C:5](=[CH:6][CH:7]=[CH:8][CH:9]=3)[CH:4]=[CH:3][CH:2]=2)[N:22]=1)=[O:28]. The yield is 0.870. The reactants are [C:1]1(B(O)O)[C:10]2[C:5](=[CH:6][CH:7]=[CH:8][CH:9]=2)[CH:4]=[CH:3][CH:2]=1.C([O-])([O-])=O.[Na+].[Na+].Br[C:21]1[CH:26]=[CH:25][CH:24]=[C:23]([CH:27]=[O:28])[N:22]=1. (7) The reactants are [C:1]([C:3]1[CH:8]=[CH:7][CH:6]=[CH:5][C:4]=1[C:9]1[CH:14]=[CH:13][C:12]([CH2:15][C:16]2[C:21](=[O:22])[N:20]([C:23]3[CH:36]=[CH:35][C:26]([O:27][C:28]([CH3:34])([CH3:33])[C:29](OC)=[O:30])=[CH:25][CH:24]=3)[C:19]([CH3:37])=[N:18][C:17]=2[CH2:38][CH2:39][CH3:40])=[C:11]([F:41])[CH:10]=1)#[N:2].[BH4-].[Li+].C(OCC)(=O)C.O. The catalyst is O1CCCC1. The product is [F:41][C:11]1[CH:10]=[C:9]([C:4]2[C:3]([C:1]#[N:2])=[CH:8][CH:7]=[CH:6][CH:5]=2)[CH:14]=[CH:13][C:12]=1[CH2:15][C:16]1[C:21](=[O:22])[N:20]([C:23]2[CH:36]=[CH:35][C:26]([O:27][C:28]([CH3:33])([CH3:34])[CH2:29][OH:30])=[CH:25][CH:24]=2)[C:19]([CH3:37])=[N:18][C:17]=1[CH2:38][CH2:39][CH3:40]. The yield is 0.730. (8) The reactants are NC1[CH:31]=[CH:30][C:5]([CH2:6][N:7]2[C:12](=[O:13])[CH:11]=[C:10]([C:14]3[CH:19]=[CH:18][C:17]([O:20][CH3:21])=[CH:16][CH:15]=3)[C:9]([C:22]3[CH:27]=[CH:26][C:25]([O:28][CH3:29])=[CH:24][CH:23]=3)=[N:8]2)=[CH:4][CH:3]=1.C(=O)([O-])O.[Na+].S(OC)(OC)(=O)=O.CC(C)=O.[CH3:48][N:49]([CH3:52])[CH:50]=O. The catalyst is CC(C)=O. The product is [CH3:21][O:20][C:17]1[CH:18]=[CH:19][C:14]([C:10]2[C:9]([C:22]3[CH:23]=[CH:24][C:25]([O:28][CH3:29])=[CH:26][CH:27]=3)=[N:8][N:7]([CH2:6][C:5]3[CH:30]=[CH:31][C:50]([N:49]([CH3:52])[CH3:48])=[CH:3][CH:4]=3)[C:12](=[O:13])[CH:11]=2)=[CH:15][CH:16]=1. The yield is 0.308. (9) The reactants are [NH2:1][C:2]1[CH:3]=[C:4]2[C:9](=[C:10]([Br:12])[CH:11]=1)[N:8]=[CH:7][C:6]([C:13]#[N:14])=[C:5]2[NH:15][C:16]1[CH:21]=[CH:20][C:19]([F:22])=[C:18]([Cl:23])[CH:17]=1.Cl.[NH:25]1[CH:29]=[CH:28][N:27]=[C:26]1CC(O)=O.CN([P+](ON1N=NC2C=CC=CC1=2)(N(C)C)N(C)C)C.F[P-](F)(F)(F)(F)F.CN1CC[O:65][CH2:64][CH2:63]1. The catalyst is CN(C=O)C.O. The product is [Br:12][C:10]1[CH:11]=[C:2]([NH:1][C:64](=[O:65])[CH2:63][C:29]2[NH:25][CH:26]=[N:27][CH:28]=2)[CH:3]=[C:4]2[C:9]=1[N:8]=[CH:7][C:6]([C:13]#[N:14])=[C:5]2[NH:15][C:16]1[CH:21]=[CH:20][C:19]([F:22])=[C:18]([Cl:23])[CH:17]=1. The yield is 0.120.